This data is from Full USPTO retrosynthesis dataset with 1.9M reactions from patents (1976-2016). The task is: Predict the reactants needed to synthesize the given product. (1) Given the product [C:12]([C:10]1[CH:11]=[C:7]([NH:6][C:5]([NH:50][C@@H:43]2[C:44]3[C:49](=[CH:48][CH:47]=[CH:46][CH:45]=3)[C@@H:40]([O:39][C:36]3[CH:37]=[CH:38][C:33]4[N:34]([C:30]([CH:27]([CH3:29])[CH3:28])=[N:31][N:32]=4)[CH:35]=3)[CH2:41][CH2:42]2)=[O:24])[N:8]([C:16]2[CH:21]=[CH:20][C:19]([C:22]#[N:23])=[CH:18][CH:17]=2)[N:9]=1)([CH3:14])([CH3:13])[CH3:15], predict the reactants needed to synthesize it. The reactants are: ClC(Cl)(Cl)CO[C:5](=[O:24])[NH:6][C:7]1[N:8]([C:16]2[CH:21]=[CH:20][C:19]([C:22]#[N:23])=[CH:18][CH:17]=2)[N:9]=[C:10]([C:12]([CH3:15])([CH3:14])[CH3:13])[CH:11]=1.[CH:27]([C:30]1[N:34]2[CH:35]=[C:36]([O:39][C@@H:40]3[C:49]4[C:44](=[CH:45][CH:46]=[CH:47][CH:48]=4)[C@@H:43]([NH2:50])[CH2:42][CH2:41]3)[CH:37]=[CH:38][C:33]2=[N:32][N:31]=1)([CH3:29])[CH3:28].CCN(C(C)C)C(C)C.O. (2) Given the product [F:28][C:25]([F:26])([F:27])[C:20]1[CH:21]=[CH:22][CH:23]=[CH:24][C:19]=1[CH:15]1[CH2:16][CH2:17][CH2:18][N:13]2[N:12]=[C:11]([CH:10]=[CH2:9])[N:29]=[C:14]12, predict the reactants needed to synthesize it. The reactants are: C1(C)C=CC(S([CH2:9][CH2:10][C:11]2[N:29]=[C:14]3[CH:15]([C:19]4[CH:24]=[CH:23][CH:22]=[CH:21][C:20]=4[C:25]([F:28])([F:27])[F:26])[CH2:16][CH2:17][CH2:18][N:13]3[N:12]=2)=O)=CC=1. (3) Given the product [CH3:15][O:9][C:8](=[O:10])[CH:7]=[CH:6][C:5]1[CH:4]=[CH:3][C:2]([I:1])=[CH:12][CH:11]=1, predict the reactants needed to synthesize it. The reactants are: [I:1][C:2]1[CH:12]=[CH:11][C:5]([CH:6]=[CH:7][C:8]([OH:10])=[O:9])=[CH:4][CH:3]=1.[N+](=[CH2:15])=[N-].